Dataset: Full USPTO retrosynthesis dataset with 1.9M reactions from patents (1976-2016). Task: Predict the reactants needed to synthesize the given product. (1) Given the product [CH:1]1([CH:7]([NH:21][C:22]2[CH:23]=[CH:24][C:25]([C:26]([N:32]([CH3:31])[CH2:33][CH2:34][C:35]([O:37][CH2:38][CH3:39])=[O:36])=[O:27])=[CH:29][CH:30]=2)[C:8]2[O:9][C:10]3[CH:17]=[CH:16][C:15]([N+:18]([O-:20])=[O:19])=[CH:14][C:11]=3[C:12]=2[CH3:13])[CH2:2][CH2:3][CH2:4][CH2:5][CH2:6]1, predict the reactants needed to synthesize it. The reactants are: [CH:1]1([CH:7]([NH:21][C:22]2[CH:30]=[CH:29][C:25]([C:26](O)=[O:27])=[CH:24][CH:23]=2)[C:8]2[O:9][C:10]3[CH:17]=[CH:16][C:15]([N+:18]([O-:20])=[O:19])=[CH:14][C:11]=3[C:12]=2[CH3:13])[CH2:6][CH2:5][CH2:4][CH2:3][CH2:2]1.[CH3:31][NH:32][CH2:33][CH2:34][C:35]([O:37][CH2:38][CH3:39])=[O:36].O.ON1C2C=CC=CC=2N=N1.Cl.C(N=C=NCCCN(C)C)C.Cl. (2) Given the product [CH3:29][O:30][C:31]1[CH:32]=[C:33]([C@H:37]([CH2:44][CH3:45])[C@@H:38]([CH3:43])[CH2:39][N:40]([CH3:42])[CH3:41])[CH:34]=[CH:35][CH:36]=1, predict the reactants needed to synthesize it. The reactants are: C1(C)C=CC(C([C@@](C(O)=O)(O)[C@@](C(C2C=CC(C)=CC=2)=O)(O)C(O)=O)=O)=CC=1.[CH3:29][O:30][C:31]1[CH:32]=[C:33]([C@@H:37]([CH2:44][CH3:45])[C@H:38]([CH3:43])[CH2:39][N:40]([CH3:42])[CH3:41])[CH:34]=[CH:35][CH:36]=1. (3) The reactants are: [CH3:1][O:2][C:3]1[CH:4]=[C:5]([CH3:9])[CH:6]=[CH:7][CH:8]=1.[Cl:10][C:11]1[CH:12]=[C:13]2[C:17](=[CH:18][CH:19]=1)[NH:16][C:15](=[O:20])[C:14]2=[O:21]. Given the product [Cl:10][C:11]1[CH:12]=[C:13]2[C:17](=[CH:18][CH:19]=1)[NH:16][C:15](=[O:20])[C:14]2([OH:21])[C:8]1[CH:7]=[CH:6][C:5]([CH3:9])=[CH:4][C:3]=1[O:2][CH3:1], predict the reactants needed to synthesize it. (4) The reactants are: [CH2:1]([NH:3][C:4]([NH:6][C:7]1[CH:12]=[CH:11][C:10]([C:13]2[N:14]=[C:15]([N:22]3[CH2:27][CH2:26][O:25][CH2:24][C@@H:23]3[CH3:28])[C:16]3[CH2:21][NH:20][CH2:19][C:17]=3[N:18]=2)=[CH:9][C:8]=1[F:29])=[O:5])[CH3:2].C(N(CC)CC)C.[C:37]([N:40]1[CH2:45][CH2:44][C:43](=O)[CH2:42][CH2:41]1)(=[O:39])[CH3:38].C(O[BH-](OC(=O)C)OC(=O)C)(=O)C.[Na+]. Given the product [C:37]([N:40]1[CH2:45][CH2:44][CH:43]([N:20]2[CH2:21][C:16]3[C:15]([N:22]4[CH2:27][CH2:26][O:25][CH2:24][C@@H:23]4[CH3:28])=[N:14][C:13]([C:10]4[CH:11]=[CH:12][C:7]([NH:6][C:4]([NH:3][CH2:1][CH3:2])=[O:5])=[C:8]([F:29])[CH:9]=4)=[N:18][C:17]=3[CH2:19]2)[CH2:42][CH2:41]1)(=[O:39])[CH3:38], predict the reactants needed to synthesize it. (5) Given the product [CH3:25][C:23]([CH3:26])([CH3:24])[C:22]([C:21]1[C:15]2[C:16](=[N:17][CH:18]=[C:13]([C:4]3[CH:5]=[C:6]([N:8]4[CH2:12][CH2:11][CH2:10][CH2:9]4)[CH:7]=[C:2]([O:1][CH2:39][CH2:38][S:37][CH3:36])[CH:3]=3)[N:14]=2)[N:19]([CH2:28][O:29][CH2:30][CH2:31][Si:32]([CH3:35])([CH3:34])[CH3:33])[CH:20]=1)=[O:27], predict the reactants needed to synthesize it. The reactants are: [OH:1][C:2]1[CH:3]=[C:4]([C:13]2[N:14]=[C:15]3[C:21]([C:22](=[O:27])[C:23]([CH3:26])([CH3:25])[CH3:24])=[CH:20][N:19]([CH2:28][O:29][CH2:30][CH2:31][Si:32]([CH3:35])([CH3:34])[CH3:33])[C:16]3=[N:17][CH:18]=2)[CH:5]=[C:6]([N:8]2[CH2:12][CH2:11][CH2:10][CH2:9]2)[CH:7]=1.[CH3:36][S:37][CH2:38][CH2:39]O.C1(P(C2C=CC=CC=2)C2C=CC=CC=2)C=CC=CC=1.N(C(OC(C)C)=O)=NC(OC(C)C)=O. (6) Given the product [F:29][C:25]1[CH:26]=[CH:27][CH:28]=[C:2]([F:1])[C:3]=1[O:4][C:5]1[C:6]2[N:24]=[C:35]([C:32]3[CH:33]=[CH:34][NH:30][N:31]=3)[NH:23][C:7]=2[CH:8]=[C:9]([O:11][C:12]2[CH:13]=[N:14][C:15]([S:18]([CH2:21][CH3:22])(=[O:20])=[O:19])=[CH:16][CH:17]=2)[CH:10]=1, predict the reactants needed to synthesize it. The reactants are: [F:1][C:2]1[CH:28]=[CH:27][CH:26]=[C:25]([F:29])[C:3]=1[O:4][C:5]1[CH:10]=[C:9]([O:11][C:12]2[CH:13]=[N:14][C:15]([S:18]([CH2:21][CH3:22])(=[O:20])=[O:19])=[CH:16][CH:17]=2)[CH:8]=[C:7]([NH2:23])[C:6]=1[NH2:24].[NH:30]1[CH:34]=[CH:33][C:32]([CH:35]=O)=[N:31]1.